This data is from Choline transporter screen with 302,306 compounds. The task is: Binary Classification. Given a drug SMILES string, predict its activity (active/inactive) in a high-throughput screening assay against a specified biological target. (1) The molecule is Clc1ccc(NC(=O)NC(Oc2ccc(F)cc2)(C(F)(F)F)C(OCC)=O)nc1. The result is 0 (inactive). (2) The compound is S(=O)(=O)(N1CCN(CC1)C(=O)c1c(SC)nccc1)c1ccccc1. The result is 0 (inactive). (3) The molecule is Clc1sc(C(=O)Nc2scc(n2)c2sccc2)cc1. The result is 0 (inactive). (4) The drug is O1c2c(OC1)ccc(CNC(=O)COC(=O)COc1cc3oc(=O)cc(c3cc1)C)c2. The result is 0 (inactive). (5) The compound is s1nc(nc1NC(=O)c1sccc1)CC(=O)C. The result is 0 (inactive). (6) The compound is O(C1CCN(CC1)C(=O)C)c1cc(C(=O)N2C(C(=O)N(CC2)C)C)ccc1OC. The result is 0 (inactive).